Dataset: Catalyst prediction with 721,799 reactions and 888 catalyst types from USPTO. Task: Predict which catalyst facilitates the given reaction. (1) Reactant: F[C:2](F)(F)[C:3]([O-])=[O:4].[CH2:8]([C:10]1[C:15](=[O:16])[NH:14][N:13]=[C:12]([CH2:17][C:18]2[CH:19]=[CH:20][C:21]([F:33])=[C:22]([CH:32]=2)[C:23]([N:25]2[CH2:31][CH2:30][CH2:29][NH2+:28][CH2:27][CH2:26]2)=[O:24])[CH:11]=1)[CH3:9].CCN(C(C)C)C(C)C.C(Cl)(C)=O.[Li+].[OH-]. Product: [C:3]([N:28]1[CH2:29][CH2:30][CH2:31][N:25]([C:23]([C:22]2[CH:32]=[C:18]([CH:19]=[CH:20][C:21]=2[F:33])[CH2:17][C:12]2[CH:11]=[C:10]([CH2:8][CH3:9])[C:15](=[O:16])[NH:14][N:13]=2)=[O:24])[CH2:26][CH2:27]1)(=[O:4])[CH3:2]. The catalyst class is: 59. (2) Reactant: [C:1](=O)([O-])[O-:2].[K+].[K+].Br[CH2:8][C:9]1[CH:14]=[C:13]([I:15])[CH:12]=[CH:11][C:10]=1[Cl:16].C[N:18](C)[CH:19]=[O:20]. Product: [Cl:16][C:10]1[CH:11]=[CH:12][C:13]([I:15])=[CH:14][C:9]=1[CH2:8][NH:18][C:19](=[O:20])[O:2][CH3:1]. The catalyst class is: 5. (3) Reactant: CCN(C(C)C)C(C)C.OC(C(F)(F)F)=O.[NH2:17][CH2:18][C:19]([N:21]1[CH2:26][CH2:25][N:24]([C:27](=[O:38])[C:28]2[CH:33]=[CH:32][CH:31]=[CH:30][C:29]=2[C:34]([F:37])([F:36])[F:35])[CH2:23][CH2:22]1)=[O:20].C1C=CC2N(O)N=NC=2C=1.CCN=C=NCCCN(C)C.Cl.[C:61]1([C:67]2[CH:68]=[CH:69][C:70]([C:73](O)=[O:74])=[N:71][CH:72]=2)[CH:66]=[CH:65][CH:64]=[CH:63][CH:62]=1. Product: [O:20]=[C:19]([N:21]1[CH2:22][CH2:23][N:24]([C:27](=[O:38])[C:28]2[CH:33]=[CH:32][CH:31]=[CH:30][C:29]=2[C:34]([F:37])([F:35])[F:36])[CH2:25][CH2:26]1)[CH2:18][NH:17][C:73]([C:70]1[CH:69]=[CH:68][C:67]([C:61]2[CH:62]=[CH:63][CH:64]=[CH:65][CH:66]=2)=[CH:72][N:71]=1)=[O:74]. The catalyst class is: 18. (4) The catalyst class is: 310. Product: [NH2:39][CH2:38][CH2:37][NH:40][C:21]1[N:20]=[CH:19][C:18]([N:16]([CH3:17])[C:14](=[O:15])[C:13]([C:5]2[CH:4]=[C:3]([C:2]([F:36])([F:35])[F:1])[CH:8]=[C:7]([C:9]([F:12])([F:11])[F:10])[CH:6]=2)([CH3:34])[CH3:33])=[C:23]([C:24]2[CH:29]=[CH:28][C:27]([F:30])=[CH:26][C:25]=2[CH3:31])[CH:22]=1. Reactant: [F:1][C:2]([F:36])([F:35])[C:3]1[CH:4]=[C:5]([C:13]([CH3:34])([CH3:33])[C:14]([N:16]([C:18]2[CH:19]=[N:20][C:21](Cl)=[CH:22][C:23]=2[C:24]2[CH:29]=[CH:28][C:27]([F:30])=[CH:26][C:25]=2[CH3:31])[CH3:17])=[O:15])[CH:6]=[C:7]([C:9]([F:12])([F:11])[F:10])[CH:8]=1.[CH2:37]([NH2:40])[CH2:38][NH2:39]. (5) Reactant: Cl[C:2]1[CH:7]=[CH:6][C:5]([NH:8][C:9](=[O:30])[NH:10][C:11]2[CH:16]=[CH:15][C:14]([N:17]3[C:25]4[C:20](=[CH:21][C:22]([C:26]([NH:28]O)=[NH:27])=[CH:23][CH:24]=4)[CH:19]=[CH:18]3)=[CH:13][CH:12]=2)=[CH:4][C:3]=1[C:31]([F:34])([F:33])[F:32].[H][H]. Product: [F:33][C:31]([F:32])([F:34])[C:3]1[CH:4]=[C:5]([NH:8][C:9](=[O:30])[NH:10][C:11]2[CH:16]=[CH:15][C:14]([N:17]3[C:25]4[C:20](=[CH:21][C:22]([C:26]([NH2:28])=[NH:27])=[CH:23][CH:24]=4)[CH:19]=[CH:18]3)=[CH:13][CH:12]=2)[CH:6]=[CH:7][CH:2]=1. The catalyst class is: 129. (6) Reactant: C([Li])CCC.[CH2:6]([O:11][CH:12]1[CH2:17][CH2:16][CH2:15][CH2:14][O:13]1)[CH2:7][CH2:8][C:9]#[CH:10].[CH2:18]([Sn:22](Cl)([CH2:27][CH2:28][CH2:29][CH3:30])[CH2:23][CH2:24][CH2:25][CH3:26])[CH2:19][CH2:20][CH3:21].[OH-].[Na+]. Product: [CH2:27]([Sn:22]([CH2:18][CH2:19][CH2:20][CH3:21])([CH2:23][CH2:24][CH2:25][CH3:26])[C:10]#[C:9][CH2:8][CH2:7][CH2:6][O:11][CH:12]1[CH2:17][CH2:16][CH2:15][CH2:14][O:13]1)[CH2:28][CH2:29][CH3:30]. The catalyst class is: 1. (7) Reactant: [CH2:1]([O:4][C:5]([CH:7]([CH2:14][CH2:15][CH2:16][CH2:17][C:18]([O:20][CH2:21][CH3:22])=[O:19])[C:8]([O:10][CH2:11][CH:12]=[CH2:13])=[O:9])=[O:6])[CH:2]=[CH2:3].[H-].[Na+].[F:25][C:26]1[CH:27]=[C:28]([CH:31]=[C:32]([F:45])[C:33]=1[O:34][Si:35]([CH:42]([CH3:44])[CH3:43])([CH:39]([CH3:41])[CH3:40])[CH:36]([CH3:38])[CH3:37])[CH2:29]Br.Cl. Product: [CH2:1]([O:4][C:5]([C:7]([CH2:29][C:28]1[CH:27]=[C:26]([F:25])[C:33]([O:34][Si:35]([CH:39]([CH3:41])[CH3:40])([CH:42]([CH3:44])[CH3:43])[CH:36]([CH3:38])[CH3:37])=[C:32]([F:45])[CH:31]=1)([CH2:14][CH2:15][CH2:16][CH2:17][C:18]([O:20][CH2:21][CH3:22])=[O:19])[C:8]([O:10][CH2:11][CH:12]=[CH2:13])=[O:9])=[O:6])[CH:2]=[CH2:3]. The catalyst class is: 3. (8) Reactant: [CH3:1][O:2][C:3](=[O:18])[C:4]1[CH:9]=[CH:8][C:7]([O:10][CH:11]2[CH2:14][C:13]([F:16])([F:15])[CH2:12]2)=[C:6](N)[CH:5]=1.N([O-])=O.[Na+].[BrH:23]. Product: [CH3:1][O:2][C:3](=[O:18])[C:4]1[CH:9]=[CH:8][C:7]([O:10][CH:11]2[CH2:14][C:13]([F:16])([F:15])[CH2:12]2)=[C:6]([Br:23])[CH:5]=1. The catalyst class is: 6. (9) Reactant: [F:1][C:2]([F:25])([F:24])[C:3]1[CH:23]=[CH:22][CH:21]=[CH:20][C:4]=1[O:5][CH:6]1[CH2:10][CH2:9][N:8]([C:11]2[S:12][C:13]([C:16]([O:18]C)=[O:17])=[CH:14][N:15]=2)[CH2:7]1.[OH-].[Na+]. Product: [F:24][C:2]([F:1])([F:25])[C:3]1[CH:23]=[CH:22][CH:21]=[CH:20][C:4]=1[O:5][CH:6]1[CH2:10][CH2:9][N:8]([C:11]2[S:12][C:13]([C:16]([OH:18])=[O:17])=[CH:14][N:15]=2)[CH2:7]1. The catalyst class is: 36. (10) Reactant: [C:1]([N:8]1[CH2:11][CH:10]([NH2:12])[CH2:9]1)([O:3][C:4]([CH3:7])([CH3:6])[CH3:5])=[O:2].[CH:13](=O)[C:14]1[CH:19]=[CH:18][CH:17]=[CH:16][CH:15]=1.C(O[BH-](OC(=O)C)OC(=O)C)(=O)C.[Na+]. Product: [CH2:13]([NH:12][CH:10]1[CH2:11][N:8]([C:1]([O:3][C:4]([CH3:7])([CH3:6])[CH3:5])=[O:2])[CH2:9]1)[C:14]1[CH:19]=[CH:18][CH:17]=[CH:16][CH:15]=1. The catalyst class is: 2.